From a dataset of Catalyst prediction with 721,799 reactions and 888 catalyst types from USPTO. Predict which catalyst facilitates the given reaction. Reactant: [O:1]=[S:2]1[C:8]2[CH:9]=[CH:10][CH:11]=[CH:12][C:7]=2[C:6](=[CH:13][C:14]2[CH:15]=[C:16]([NH:20][S:21]([CH3:24])(=[O:23])=[O:22])[CH:17]=[CH:18][CH:19]=2)[C:5]2[CH:25]=[CH:26][CH:27]=[CH:28][C:4]=2[CH2:3]1.C([O:33]OC(C)(C)C)(C)(C)C. Product: [O:1]=[S:2]1(=[O:33])[C:8]2[CH:9]=[CH:10][CH:11]=[CH:12][C:7]=2[C:6](=[CH:13][C:14]2[CH:15]=[C:16]([NH:20][S:21]([CH3:24])(=[O:23])=[O:22])[CH:17]=[CH:18][CH:19]=2)[C:5]2[CH:25]=[CH:26][CH:27]=[CH:28][C:4]=2[CH2:3]1. The catalyst class is: 2.